From a dataset of Full USPTO retrosynthesis dataset with 1.9M reactions from patents (1976-2016). Predict the reactants needed to synthesize the given product. (1) Given the product [CH3:9][O:10][C:2]1[CH:7]=[CH:6][N:5]=[C:4]([NH2:8])[N:3]=1, predict the reactants needed to synthesize it. The reactants are: Cl[C:2]1[CH:7]=[CH:6][N:5]=[C:4]([NH2:8])[N:3]=1.[CH3:9][O-:10].[Na+]. (2) The reactants are: [F:1][C:2]([F:16])([F:15])[CH2:3][NH:4][C:5]1[CH:6]=[C:7]([C:13]#[N:14])[C:8]([C:11]#[N:12])=[CH:9][CH:10]=1.C([O-])([O-])=O.[Cs+].[Cs+].Br[CH2:24][C:25]([O:27][CH3:28])=[O:26]. Given the product [C:13]([C:7]1[CH:6]=[C:5]([N:4]([CH2:3][C:2]([F:15])([F:16])[F:1])[CH2:24][C:25]([O:27][CH3:28])=[O:26])[CH:10]=[CH:9][C:8]=1[C:11]#[N:12])#[N:14], predict the reactants needed to synthesize it.